Dataset: Forward reaction prediction with 1.9M reactions from USPTO patents (1976-2016). Task: Predict the product of the given reaction. Given the reactants [CH3:1][NH:2][C:3]([C:5]1[C:13]2[CH:12]=[C:11]([C:14]3[C:19](Cl)=[CH:18][N:17]=[C:16]([NH:21][CH2:22][CH2:23][CH2:24][N:25]4[CH2:30][CH2:29][NH:28][CH2:27][C@H:26]4[CH3:31])[N:15]=3)[S:10][C:9]=2[CH:8]=[CH:7][CH:6]=1)=[O:4].[CH3:32]NC(C1C2C=C(C3C(C)=CN=C(Cl)N=3)SC=2C=CC=1)=O.C(OC(N1CCN(CCCN)[C@@H](C)C1)=O)(C)(C)C, predict the reaction product. The product is: [CH3:1][NH:2][C:3]([C:5]1[C:13]2[CH:12]=[C:11]([C:14]3[C:19]([CH3:32])=[CH:18][N:17]=[C:16]([NH:21][CH2:22][CH2:23][CH2:24][N:25]4[CH2:30][CH2:29][NH:28][CH2:27][C@@H:26]4[CH3:31])[N:15]=3)[S:10][C:9]=2[CH:8]=[CH:7][CH:6]=1)=[O:4].